This data is from Reaction yield outcomes from USPTO patents with 853,638 reactions. The task is: Predict the reaction yield, written as a fraction of the theoretical maximum amount of product (1.0 means a 100% yield; for example, 0.34 means a 34% yield). The reactants are C([O:3][C:4]([C:6]1[O:10][N:9]=[C:8]([C:11]2[CH:16]=[CH:15][C:14]([NH:17][C:18]([NH:20][C:21]3[CH:26]=[CH:25][C:24]([F:27])=[CH:23][CH:22]=3)=[O:19])=[CH:13][CH:12]=2)[CH:7]=1)=[O:5])C.[K+].[Br-]. No catalyst specified. The product is [F:27][C:24]1[CH:25]=[CH:26][C:21]([NH:20][C:18](=[O:19])[NH:17][C:14]2[CH:13]=[CH:12][C:11]([C:8]3[CH:7]=[C:6]([C:4]([OH:5])=[O:3])[O:10][N:9]=3)=[CH:16][CH:15]=2)=[CH:22][CH:23]=1. The yield is 0.952.